Dataset: Full USPTO retrosynthesis dataset with 1.9M reactions from patents (1976-2016). Task: Predict the reactants needed to synthesize the given product. (1) Given the product [N+:11]([C:8]1[CH:9]=[CH:10][C:2]([NH:20][CH:17]2[CH2:18][CH2:19][O:14][CH2:15][CH2:16]2)=[C:3]([CH:7]=1)[C:4]([OH:6])=[O:5])([O-:13])=[O:12], predict the reactants needed to synthesize it. The reactants are: F[C:2]1[CH:10]=[CH:9][C:8]([N+:11]([O-:13])=[O:12])=[CH:7][C:3]=1[C:4]([OH:6])=[O:5].[O:14]1[CH2:19][CH2:18][CH:17]([NH2:20])[CH2:16][CH2:15]1. (2) Given the product [OH:2][CH2:3][CH2:4][O:5][N:6]=[CH:28][C:26]1[CH:25]=[CH:24][N:23]2[C:19]([C:15]3[CH:16]=[CH:17][CH:18]=[C:13]([C:9]4[CH:8]=[N:7][CH:12]=[CH:11][CH:10]=4)[CH:14]=3)=[CH:20][N:21]=[C:22]2[CH:27]=1, predict the reactants needed to synthesize it. The reactants are: Cl.[OH:2][CH2:3][CH2:4][O:5][NH2:6].[N:7]1[CH:12]=[CH:11][CH:10]=[C:9]([C:13]2[CH:14]=[C:15]([C:19]3[N:23]4[CH:24]=[CH:25][C:26]([CH:28]=O)=[CH:27][C:22]4=[N:21][CH:20]=3)[CH:16]=[CH:17][CH:18]=2)[CH:8]=1.